Dataset: Reaction yield outcomes from USPTO patents with 853,638 reactions. Task: Predict the reaction yield, written as a fraction of the theoretical maximum amount of product (1.0 means a 100% yield; for example, 0.34 means a 34% yield). The reactants are [N:1]1([CH2:6][CH:7]2[NH:12][CH2:11][CH2:10][N:9]([C:13]([O:15][C:16]([CH3:19])([CH3:18])[CH3:17])=[O:14])[CH2:8]2)[CH:5]=[N:4][CH:3]=[N:2]1.C(N(C(C)C)CC)(C)C.[C:29]([C:31]1[CH:32]=[CH:33][C:34]([O:41][C:42]2[CH:47]=[C:46]([Cl:48])[CH:45]=[C:44]([Cl:49])[CH:43]=2)=[C:35]([S:37](Cl)(=[O:39])=[O:38])[CH:36]=1)#[N:30]. The catalyst is C1COCC1. The product is [C:29]([C:31]1[CH:32]=[CH:33][C:34]([O:41][C:42]2[CH:47]=[C:46]([Cl:48])[CH:45]=[C:44]([Cl:49])[CH:43]=2)=[C:35]([S:37]([N:12]2[CH2:11][CH2:10][N:9]([C:13]([O:15][C:16]([CH3:19])([CH3:18])[CH3:17])=[O:14])[CH2:8][CH:7]2[CH2:6][N:1]2[CH:5]=[N:4][CH:3]=[N:2]2)(=[O:38])=[O:39])[CH:36]=1)#[N:30]. The yield is 0.649.